Dataset: Forward reaction prediction with 1.9M reactions from USPTO patents (1976-2016). Task: Predict the product of the given reaction. (1) Given the reactants [C:1]([C:4]1[C:5]([O:23][CH3:24])=[C:6]([C:12]2[CH:17]=[CH:16][C:15]([C:18]([O:20]C)=[O:19])=[C:14]([F:22])[CH:13]=2)[C:7]([CH3:11])=[C:8]([Cl:10])[CH:9]=1)(=[O:3])[CH3:2].[OH-].[Na+].O.Cl, predict the reaction product. The product is: [C:1]([C:4]1[C:5]([O:23][CH3:24])=[C:6]([C:12]2[CH:17]=[CH:16][C:15]([C:18]([OH:20])=[O:19])=[C:14]([F:22])[CH:13]=2)[C:7]([CH3:11])=[C:8]([Cl:10])[CH:9]=1)(=[O:3])[CH3:2]. (2) Given the reactants [CH3:1][O:2][C:3]1[CH:25]=[CH:24][C:6]([CH2:7][O:8][CH2:9][C:10]2[C:14]([C:15]3[CH:22]=[CH:21][CH:20]=[CH:19][C:16]=3[CH:17]=[O:18])=[C:13]([CH3:23])[O:12][N:11]=2)=[CH:5][CH:4]=1.[Cl:26][C:27]1[CH:32]=[CH:31][C:30]([Mg]Br)=[CH:29][CH:28]=1, predict the reaction product. The product is: [Cl:26][C:27]1[CH:32]=[CH:31][C:30]([CH:17]([C:16]2[CH:19]=[CH:20][CH:21]=[CH:22][C:15]=2[C:14]2[C:10]([CH2:9][O:8][CH2:7][C:6]3[CH:5]=[CH:4][C:3]([O:2][CH3:1])=[CH:25][CH:24]=3)=[N:11][O:12][C:13]=2[CH3:23])[OH:18])=[CH:29][CH:28]=1. (3) Given the reactants [OH:1][CH2:2][CH2:3][C:4]1[CH:9]=[CH:8][N:7]=[CH:6][CH:5]=1.C(N(CC)CC)C.[Si:17](Cl)([C:20]([CH3:23])([CH3:22])[CH3:21])([CH3:19])[CH3:18], predict the reaction product. The product is: [Si:17]([O:1][CH2:2][CH2:3][C:4]1[CH:9]=[CH:8][N:7]=[CH:6][CH:5]=1)([C:20]([CH3:23])([CH3:22])[CH3:21])([CH3:19])[CH3:18]. (4) Given the reactants C([O:3][C:4]([C:6]1[CH:11]=[CH:10][C:9]([CH2:12][CH2:13][CH2:14][CH2:15][CH3:16])=[CH:8][N:7]=1)=[O:5])C.[OH-].[Na+], predict the reaction product. The product is: [CH2:12]([C:9]1[CH:10]=[CH:11][C:6]([C:4]([OH:5])=[O:3])=[N:7][CH:8]=1)[CH2:13][CH2:14][CH2:15][CH3:16]. (5) Given the reactants [F:1][C:2]([F:17])([F:16])[C:3]1[CH:15]=[CH:14][C:6]2[O:7][C@@H:8]([C:11]([OH:13])=O)[CH2:9][O:10][C:5]=2[CH:4]=1.C(Cl)(=O)C(Cl)=O.Cl.[NH:25]1[C:33]2[C:28](=[CH:29][C:30]([C@H:34]([NH2:36])[CH3:35])=[CH:31][CH:32]=2)[CH:27]=[N:26]1.C(N(CC)C(C)C)(C)C.C([O-])(O)=O.[Na+], predict the reaction product. The product is: [NH:25]1[C:33]2[C:28](=[CH:29][C:30]([C@H:34]([NH:36][C:11]([C@@H:8]3[O:7][C:6]4[CH:14]=[CH:15][C:3]([C:2]([F:1])([F:17])[F:16])=[CH:4][C:5]=4[O:10][CH2:9]3)=[O:13])[CH3:35])=[CH:31][CH:32]=2)[CH:27]=[N:26]1.